From a dataset of Catalyst prediction with 721,799 reactions and 888 catalyst types from USPTO. Predict which catalyst facilitates the given reaction. (1) Reactant: [C:1]([O:5][C:6]([N:8]1[C@@H:12]([CH2:13][C:14]2[CH:19]=[CH:18][CH:17]=[CH:16][CH:15]=2)[C:11](=[O:20])[O:10][CH2:9]1)=[O:7])([CH3:4])([CH3:3])[CH3:2].Br[CH2:22][Cl:23].C([Li])CCC.S([O-])(O)(=O)=O.[K+]. Product: [C:1]([O:5][C:6]([N:8]1[C@@H:12]([CH2:13][C:14]2[CH:15]=[CH:16][CH:17]=[CH:18][CH:19]=2)[C:11]([CH2:22][Cl:23])([OH:20])[O:10][CH2:9]1)=[O:7])([CH3:4])([CH3:2])[CH3:3]. The catalyst class is: 392. (2) Reactant: [C:1]1([C:7]#[C:8][C:9]([NH2:11])=[O:10])[CH:6]=[CH:5][CH:4]=[CH:3][CH:2]=1.[NH2:12][C:13]1[CH:18]=[CH:17][CH:16]=[CH:15][CH:14]=1.C1C=CC(P([C:45]2[C:46](C3C(P(C4C=CC=CC=4)C4C=CC=CC=4)=C[CH:49]=[C:48]4[C:43]=3[CH:44]=[CH:45][CH:46]=[CH:47]4)=[C:47]3[C:48]([CH:49]=CC=C3)=[CH:43][CH:44]=2)C2C=CC=CC=2)=CC=1.[C:65](=[O:68])([O-])[O-].[Cs+].[Cs+]. Product: [CH:13]1([NH:12][C:65](=[O:68])[CH:49]([N:11]2[C:6]3[C:1](=[CH:2][CH:3]=[CH:4][CH:5]=3)/[C:8](=[C:7](\[C:1]3[CH:6]=[CH:5][CH:4]=[CH:3][CH:2]=3)/[NH:12][C:13]3[CH:18]=[CH:17][CH:16]=[CH:15][CH:14]=3)/[C:9]2=[O:10])[C:48]2[CH:43]=[CH:44][CH:45]=[CH:46][CH:47]=2)[CH2:18][CH2:17][CH2:16][CH2:15][CH2:14]1. The catalyst class is: 164. (3) Reactant: C([O:3][C:4]([C:6]1([NH:15][C:16](=[O:28])[C:17]2[CH:22]=[CH:21][CH:20]=[C:19]([CH3:23])[C:18]=2[O:24][CH:25]([CH3:27])[CH3:26])[CH2:14][C:13]2[C:8](=[CH:9][CH:10]=[CH:11][CH:12]=2)[CH2:7]1)=[O:5])C.[OH-].[K+].O. Product: [CH:25]([O:24][C:18]1[C:19]([CH3:23])=[CH:20][CH:21]=[CH:22][C:17]=1[C:16]([NH:15][C:6]1([C:4]([OH:5])=[O:3])[CH2:14][C:13]2[C:8](=[CH:9][CH:10]=[CH:11][CH:12]=2)[CH2:7]1)=[O:28])([CH3:27])[CH3:26]. The catalyst class is: 14. (4) Reactant: [C:1]([C:3]1[CH:8]=[CH:7][CH:6]=[CH:5][N:4]=1)#[N:2].[BH4-].[Na+].[CH2:11]([OH:13])[CH3:12]. Product: [N:4]1[CH:5]=[CH:6][CH:7]=[CH:8][C:3]=1[C:1](=[NH:2])[O:13][CH2:11][CH3:12]. The catalyst class is: 6. (5) Reactant: [Cl:1][C:2]1[CH:11]=[C:10]2[C:5]([C:6]([N:12]3[CH2:17][CH2:16][N:15]([C:18](=[N:26][C:27]#[N:28])OC4C=CC=CC=4)[CH2:14][CH2:13]3)=[CH:7][CH:8]=[N:9]2)=[CH:4][CH:3]=1.Cl.[CH2:30]([NH2:32])[CH3:31]. Product: [Cl:1][C:2]1[CH:11]=[C:10]2[C:5]([C:6]([N:12]3[CH2:17][CH2:16][N:15]([C:18](=[N:26][C:27]#[N:28])[NH:32][CH2:30][CH3:31])[CH2:14][CH2:13]3)=[CH:7][CH:8]=[N:9]2)=[CH:4][CH:3]=1. The catalyst class is: 32. (6) Reactant: [NH2:1][C:2]([NH2:4])=[S:3].Br[CH2:6][C:7](=O)[C:8]([O:10][CH2:11][CH3:12])=[O:9]. Product: [NH2:1][C:2]1[S:3][CH:6]=[C:7]([C:8]([O:10][CH2:11][CH3:12])=[O:9])[N:4]=1. The catalyst class is: 14. (7) Reactant: [CH3:1][O:2][C:3](=[O:14])[CH:4]=[CH:5][C:6]1[CH:7]=[N:8][C:9]([O:12][CH3:13])=[CH:10][CH:11]=1.C(Cl)Cl. Product: [CH3:1][O:2][C:3](=[O:14])[CH2:4][CH2:5][C:6]1[CH:7]=[N:8][C:9]([O:12][CH3:13])=[CH:10][CH:11]=1. The catalyst class is: 256.